This data is from Kinase inhibitor binding affinity data with 442 proteins and 68 drugs (Kd values). The task is: Regression. Given a target protein amino acid sequence and a drug SMILES string, predict the binding affinity score between them. We predict pKd (pKd = -log10(Kd in M); higher means stronger binding). Dataset: davis. The compound is CN1CCN(C(=O)c2cc3cc(Cl)ccc3[nH]2)CC1. The target protein (ERK3) has sequence MAEKFESLMNIHGFDLGSRYMDLKPLGCGGNGLVFSAVDNDCDKRVAIKKIVLTDPQSVKHALREIKIIRRLDHDNIVKVFEILGPSGSQLTDDVGSLTELNSVYIVQEYMETDLANVLEQGPLLEEHARLFMYQLLRGLKYIHSANVLHRDLKPANLFINTEDLVLKIGDFGLARIMDPHYSHKGHLSEGLVTKWYRSPRLLLSPNNYTKAIDMWAAGCIFAEMLTGKTLFAGAHELEQMQLILESIPVVHEEDRQELLSVIPVYIRNDMTEPHKPLTQLLPGISREALDFLEQILTFSPMDRLTAEEALSHPYMSIYSFPMDEPISSHPFHIEDEVDDILLMDETHSHIYNWERYHDCQFSEHDWPVHNNFDIDEVQLDPRALSDVTDEEEVQVDPRKYLDGDREKYLEDPAFDTNYSTEPCWQYSDHHENKYCDLECSHTCNYKTRSSSYLDNLVWRESEVNHYYEPKLIIDLSNWKEQSKEKSDKKGKSKCERNGL.... The pKd is 5.0.